This data is from Reaction yield outcomes from USPTO patents with 853,638 reactions. The task is: Predict the reaction yield, written as a fraction of the theoretical maximum amount of product (1.0 means a 100% yield; for example, 0.34 means a 34% yield). (1) The reactants are [F:1][C:2]([F:7])([F:6])[C:3]([OH:5])=[O:4].[F:8][C:9]([F:14])([F:13])[C:10]([OH:12])=[O:11].[F:15][C:16]([F:21])([F:20])[C:17]([OH:19])=[O:18].FC(F)(F)C(O)=O.[Cl:29][C:30]1[CH:31]=[N:32][C:33]2[NH:34][C:35]3[CH:36]=[N:37][CH:38]=[C:39]([CH:60]=3)[CH2:40][CH2:41][C:42]3[CH:50]=[C:46]([NH:47][C:48]=1[N:49]=2)[CH:45]=[CH:44][C:43]=3[NH:51][CH2:52][CH2:53][CH:54]1[CH2:59][CH2:58][NH:57][CH2:56][CH2:55]1.[CH3:61][C:62]1[O:66][N:65]=[C:64]([C:67](Cl)=[O:68])[CH:63]=1. No catalyst specified. The product is [F:1][C:2]([F:7])([F:6])[C:3]([OH:5])=[O:4].[F:8][C:9]([F:14])([F:13])[C:10]([OH:12])=[O:11].[F:15][C:16]([F:21])([F:20])[C:17]([OH:19])=[O:18].[Cl:29][C:30]1[CH:31]=[N:32][C:33]2[NH:34][C:35]3[CH:36]=[N:37][CH:38]=[C:39]([CH:60]=3)[CH2:40][CH2:41][C:42]3[CH:50]=[C:46]([NH:47][C:48]=1[N:49]=2)[CH:45]=[CH:44][C:43]=3[NH:51][CH2:52][CH2:53][CH:54]1[CH2:55][CH2:56][N:57]([C:67]([C:64]2[CH:63]=[C:62]([CH3:61])[O:66][N:65]=2)=[O:68])[CH2:58][CH2:59]1. The yield is 0.550. (2) The reactants are [OH:1][CH2:2][CH2:3][CH2:4][CH2:5][CH2:6][C:7]([O:9][CH2:10][CH3:11])=[O:8].[Si:12](OC(CCC)CC(OCC)=O)([C:15]([CH3:18])([CH3:17])[CH3:16])([CH3:14])[CH3:13]. No catalyst specified. The product is [Si:12]([O:1][CH2:2][CH2:3][CH2:4][CH2:5][CH2:6][C:7]([O:9][CH2:10][CH3:11])=[O:8])([C:15]([CH3:18])([CH3:17])[CH3:16])([CH3:14])[CH3:13]. The yield is 0.900. (3) The reactants are C[S:2]([C:5]1[CH2:9][C:8]([CH3:11])([CH3:10])[O:7][N:6]=1)(=O)=O.O.[SH-].[Na+].O.O.CS(OO)(=O)=O.[Na].C(=O)([O-])[O-].[K+].[K+].Br[CH:31]([C:36]1[C:41]([F:42])=[CH:40][CH:39]=[CH:38][C:37]=1[F:43])[C:32]([F:35])([F:34])[F:33]. The catalyst is CN(C=O)C. The product is [F:43][C:37]1[CH:38]=[CH:39][CH:40]=[C:41]([F:42])[C:36]=1[CH:31]([S:2][C:5]1[CH2:9][C:8]([CH3:11])([CH3:10])[O:7][N:6]=1)[C:32]([F:35])([F:34])[F:33]. The yield is 0.350. (4) The reactants are [N:1]([O-])=O.[Na+].[Br:5][C:6]1[CH:7]=[C:8]2[C:12](=[CH:13][CH:14]=1)[NH:11][CH:10]=[CH:9]2.Cl.[OH2:16]. The catalyst is CC(C)=O. The product is [Br:5][C:6]1[CH:7]=[C:8]2[C:12](=[CH:13][CH:14]=1)[NH:11][N:1]=[C:9]2[CH:10]=[O:16]. The yield is 0.760. (5) The reactants are Cl[C:2]1[CH:7]=[CH:6][CH:5]=[CH:4][N+:3]=1[O-:8].[NH2:9][CH2:10][CH2:11][CH2:12][OH:13].C([O-])(O)=O.[Na+].C(O)(CC)(C)C. The catalyst is C(Cl)Cl.CO.C(Cl)(Cl)Cl. The product is [OH:13][CH2:12][CH2:11][CH2:10][NH:9][C:2]1[CH:7]=[CH:6][CH:5]=[CH:4][N+:3]=1[O-:8]. The yield is 0.930. (6) The reactants are [F:1][C:2]([F:12])([CH2:5][C:6]1[CH:11]=[CH:10][CH:9]=[CH:8][CH:7]=1)[CH2:3][OH:4].[Br:13][CH2:14][CH2:15][CH2:16][CH2:17][CH2:18][CH2:19]OCC(C1C=CC=C(OC)C=1)(F)F. No catalyst specified. The product is [F:1][C:2]([F:12])([CH2:5][C:6]1[CH:11]=[CH:10][CH:9]=[CH:8][CH:7]=1)[CH2:3][O:4][CH2:19][CH2:18][CH2:17][CH2:16][CH2:15][CH2:14][Br:13]. The yield is 0.360.